This data is from Full USPTO retrosynthesis dataset with 1.9M reactions from patents (1976-2016). The task is: Predict the reactants needed to synthesize the given product. (1) Given the product [C:24]([C:10]1[CH:11]=[C:12]([S:15]([NH:18][C:19]2[N:20]=[CH:21][S:22][CH:23]=2)(=[O:17])=[O:16])[CH:13]=[CH:14][C:9]=1[O:8][C:5]1[CH:6]=[N:7][C:2]([C:36]2[CH:35]=[CH:34][CH:33]=[C:32]([F:31])[CH:37]=2)=[CH:3][C:4]=1[C:26]1[CH:27]=[N:28][NH:29][CH:30]=1)#[N:25], predict the reactants needed to synthesize it. The reactants are: Cl[C:2]1[N:7]=[CH:6][C:5]([O:8][C:9]2[CH:14]=[CH:13][C:12]([S:15]([NH:18][C:19]3[N:20]=[CH:21][S:22][CH:23]=3)(=[O:17])=[O:16])=[CH:11][C:10]=2[C:24]#[N:25])=[C:4]([C:26]2[CH:27]=[N:28][NH:29][CH:30]=2)[CH:3]=1.[F:31][C:32]1[CH:33]=[C:34](B(O)O)[CH:35]=[CH:36][CH:37]=1.C([O-])([O-])=O.[K+].[K+].O. (2) Given the product [CH3:10][O:11][C:12](=[O:22])/[C:13](/[C:47]1[CH:46]=[CH:45][C:44]([N:50]2[C:54]([C:55]([F:56])([F:57])[F:58])=[N:53][N:52]=[N:51]2)=[C:43]([Cl:42])[CH:48]=1)=[CH:14]/[CH:15]1[CH2:20][CH2:19][CH2:18][CH2:17][CH2:16]1, predict the reactants needed to synthesize it. The reactants are: BrCCBr.C[Si](Cl)(C)C.[CH3:10][O:11][C:12](=[O:22])/[C:13](/I)=[CH:14]\[CH:15]1[CH2:20][CH2:19][CH2:18][CH2:17][CH2:16]1.C1(P(C2C=CC=CC=2)C2C=CC=CC=2)C=CC=CC=1.[Cl:42][C:43]1[CH:48]=[C:47](I)[CH:46]=[CH:45][C:44]=1[N:50]1[C:54]([C:55]([F:58])([F:57])[F:56])=[N:53][N:52]=[N:51]1.[Cl-].[NH4+]. (3) Given the product [Br:25][C:26]1[CH:27]=[C:28]([S:32]([NH:1][C:2]2[CH:3]=[CH:4][C:5]([N:8]3[C:14](=[O:15])[CH2:13][C:12](=[O:16])[NH:11][C:10]4[C:17]5[CH2:18][CH2:19][CH2:20][CH2:21][C:22]=5[CH:23]=[CH:24][C:9]3=4)=[CH:6][CH:7]=2)(=[O:34])=[O:33])[CH:29]=[CH:30][CH:31]=1, predict the reactants needed to synthesize it. The reactants are: [NH2:1][C:2]1[CH:7]=[CH:6][C:5]([N:8]2[C:14](=[O:15])[CH2:13][C:12](=[O:16])[NH:11][C:10]3[C:17]4[CH2:18][CH2:19][CH2:20][CH2:21][C:22]=4[CH:23]=[CH:24][C:9]2=3)=[CH:4][CH:3]=1.[Br:25][C:26]1[CH:27]=[C:28]([S:32](Cl)(=[O:34])=[O:33])[CH:29]=[CH:30][CH:31]=1. (4) Given the product [CH2:31]([NH:38][CH2:3][CH2:2][C:1]([N:5]1[C:14]2[C:9](=[CH:10][CH:11]=[CH:12][CH:13]=2)[CH2:8][CH2:7][CH:6]1[CH2:15][N:16]1[CH2:21][CH2:20][N:19]([C:22]2[CH:30]=[CH:29][CH:28]=[C:27]3[C:23]=2[CH:24]=[CH:25][NH:26]3)[CH2:18][CH2:17]1)=[O:4])[C:32]1[CH:37]=[CH:36][CH:35]=[CH:34][CH:33]=1, predict the reactants needed to synthesize it. The reactants are: [C:1]([N:5]1[C:14]2[C:9](=[CH:10][CH:11]=[CH:12][CH:13]=2)[CH2:8][CH2:7][CH:6]1[CH2:15][N:16]1[CH2:21][CH2:20][N:19]([C:22]2[CH:30]=[CH:29][CH:28]=[C:27]3[C:23]=2[CH:24]=[CH:25][NH:26]3)[CH2:18][CH2:17]1)(=[O:4])[CH:2]=[CH2:3].[CH2:31]([NH2:38])[C:32]1[CH:37]=[CH:36][CH:35]=[CH:34][CH:33]=1. (5) Given the product [Cl:10][C:11]1[CH:16]=[CH:15][C:14]([S:17][C:2]2[CH:9]=[CH:8][C:5]([CH:6]=[O:7])=[CH:4][CH:3]=2)=[CH:13][CH:12]=1, predict the reactants needed to synthesize it. The reactants are: F[C:2]1[CH:9]=[CH:8][C:5]([CH:6]=[O:7])=[CH:4][CH:3]=1.[Cl:10][C:11]1[CH:16]=[CH:15][C:14]([SH:17])=[CH:13][CH:12]=1.C(=O)([O-])[O-].[Na+].[Na+].